Dataset: Forward reaction prediction with 1.9M reactions from USPTO patents (1976-2016). Task: Predict the product of the given reaction. Given the reactants [NH2:1][CH2:2][CH:3]1[CH2:8][CH2:7][CH2:6][CH2:5][N:4]1[C:9]([O:11][C:12]([CH3:15])([CH3:14])[CH3:13])=[O:10].C(N(C(C)C)CC)(C)C.[Cl:25][CH2:26][C:27](Cl)=[O:28], predict the reaction product. The product is: [Cl:25][CH2:26][C:27]([NH:1][CH2:2][CH:3]1[CH2:8][CH2:7][CH2:6][CH2:5][N:4]1[C:9]([O:11][C:12]([CH3:15])([CH3:14])[CH3:13])=[O:10])=[O:28].